Task: Predict the reaction yield, written as a fraction of the theoretical maximum amount of product (1.0 means a 100% yield; for example, 0.34 means a 34% yield).. Dataset: Reaction yield outcomes from USPTO patents with 853,638 reactions (1) The reactants are C[O:2][C:3]1[C:4]([CH3:21])=[CH:5][CH:6]=[C:7]2[C:12]=1[N:11]=[C:10]([NH:13][C@H:14]1[CH2:19][CH2:18][C@H:17]([OH:20])[CH2:16][CH2:15]1)[N:9]=[CH:8]2.CCOC(C)=O. The catalyst is CN(C=O)C. The product is [OH:20][C@H:17]1[CH2:16][CH2:15][C@H:14]([NH:13][C:10]2[N:9]=[CH:8][C:7]3[C:12](=[C:3]([OH:2])[C:4]([CH3:21])=[CH:5][CH:6]=3)[N:11]=2)[CH2:19][CH2:18]1. The yield is 0.950. (2) The yield is 0.900. The product is [F:1][C:2]1[CH:3]=[C:4]([C:29]2[C:30]([C:35]#[N:36])=[CH:31][CH:32]=[CH:33][CH:34]=2)[CH:5]=[CH:6][C:7]=1[CH2:8][C:9]1[C:10](=[O:28])[N:11]([CH:21]2[CH2:22][CH2:23][C:24]3([O:37][CH2:38][C:39]4([CH2:42][CH2:41][CH2:40]4)[CH:43]([CH3:44])[O:27]3)[CH2:25][CH2:26]2)[C:12]2[N:13]([N:18]=[CH:19][N:20]=2)[C:14]=1[CH2:15][CH2:16][CH3:17]. The catalyst is CC1C=CC(S(O)(=O)=O)=CC=1.C1(C)C=CC=CC=1. The reactants are [F:1][C:2]1[CH:3]=[C:4]([C:29]2[C:30]([C:35]#[N:36])=[CH:31][CH:32]=[CH:33][CH:34]=2)[CH:5]=[CH:6][C:7]=1[CH2:8][C:9]1[C:10](=[O:28])[N:11]([CH:21]2[CH2:26][CH2:25][C:24](=[O:27])[CH2:23][CH2:22]2)[C:12]2[N:13]([N:18]=[CH:19][N:20]=2)[C:14]=1[CH2:15][CH2:16][CH3:17].[OH:37][CH2:38][C:39]1([CH:43](O)[CH3:44])[CH2:42][CH2:41][CH2:40]1. (3) The reactants are [F:1][C:2]1[CH:3]=[CH:4][C:5]([C:8]([NH:10][C:11](=[O:13])[CH3:12])=[CH2:9])=[N:6][CH:7]=1. The catalyst is CO. The product is [F:1][C:2]1[CH:3]=[CH:4][C:5]([C@@H:8]([NH:10][C:11](=[O:13])[CH3:12])[CH3:9])=[N:6][CH:7]=1. The yield is 0.880. (4) The reactants are [Br:1][C:2]1[S:6][C:5]([C:7]([OH:9])=[O:8])=[CH:4][CH:3]=1.[CH3:10]O. No catalyst specified. The product is [Br:1][C:2]1[S:6][C:5]([C:7]([O:9][CH3:10])=[O:8])=[CH:4][CH:3]=1. The yield is 0.930. (5) The reactants are Cl.[Cl:2][C:3]1[CH:26]=[C:25]([NH:27][C:28]([NH:30][C:31]2[CH:36]=[N:35][C:34]([C:37]#[N:38])=[CH:33][N:32]=2)=[O:29])[C:24]([O:39][CH3:40])=[CH:23][C:4]=1[CH2:5][CH2:6][N:7]([CH2:15][C:16]1[CH:21]=[CH:20][C:19]([F:22])=[CH:18][CH:17]=1)C(=O)OC(C)(C)C. The catalyst is O1CCOCC1.C(Cl)Cl. The product is [ClH:2].[Cl:2][C:3]1[C:4]([CH2:5][CH2:6][NH:7][CH2:15][C:16]2[CH:17]=[CH:18][C:19]([F:22])=[CH:20][CH:21]=2)=[CH:23][C:24]([O:39][CH3:40])=[C:25]([NH:27][C:28]([NH:30][C:31]2[CH:36]=[N:35][C:34]([C:37]#[N:38])=[CH:33][N:32]=2)=[O:29])[CH:26]=1. The yield is 0.680.